Dataset: Reaction yield outcomes from USPTO patents with 853,638 reactions. Task: Predict the reaction yield, written as a fraction of the theoretical maximum amount of product (1.0 means a 100% yield; for example, 0.34 means a 34% yield). The reactants are [NH:1]1C=C[N:3]=[C:2]1[CH:6]1[CH2:11][CH2:10][N:9]([C:12]([O:14][C:15]([CH3:18])([CH3:17])[CH3:16])=[O:13])[CH2:8][CH2:7]1.[Cl:19]N1C(=O)CCC1=O.Cl[CH:28]([Cl:30])[CH3:29]. No catalyst specified. The product is [Cl:19][C:29]1[N:1]=[C:2]([CH:6]2[CH2:11][CH2:10][N:9]([C:12]([O:14][C:15]([CH3:18])([CH3:17])[CH3:16])=[O:13])[CH2:8][CH2:7]2)[NH:3][C:28]=1[Cl:30]. The yield is 0.290.